This data is from Full USPTO retrosynthesis dataset with 1.9M reactions from patents (1976-2016). The task is: Predict the reactants needed to synthesize the given product. (1) Given the product [Cl:1][C:2]1[CH:10]=[CH:9][CH:8]=[C:7]2[C:3]=1[CH:4]=[CH:5][N:6]2[CH2:12][CH2:13][CH:14]([O:17][CH3:18])[O:15][CH3:16], predict the reactants needed to synthesize it. The reactants are: [Cl:1][C:2]1[CH:10]=[CH:9][CH:8]=[C:7]2[C:3]=1[CH:4]=[CH:5][NH:6]2.Br[CH2:12][CH2:13][CH:14]([O:17][CH3:18])[O:15][CH3:16].[OH-].[K+]. (2) The reactants are: [C:1]1([OH:7])[CH:6]=[CH:5][CH:4]=[CH:3][CH:2]=1.[NH2:8][C:9]1C=CC=C[CH:10]=1.C=O. Given the product [O:7]1[C:1]2[CH:6]=[CH:5][CH:4]=[CH:3][C:2]=2[CH:10]=[CH:9][NH:8]1, predict the reactants needed to synthesize it. (3) Given the product [CH3:26][S:23]([C:20]1[CH:19]=[CH:18][C:17]([CH2:16][NH:15][C:13]([C:5]2[C:4](=[O:27])[N:3]([C:28]3[CH:33]=[CH:32][CH:31]=[C:30]([C:34]([F:36])([F:35])[F:37])[CH:29]=3)[C:2]([CH3:1])=[C:7]([C:8]([OH:10])=[O:9])[CH:6]=2)=[O:14])=[CH:22][CH:21]=1)(=[O:25])=[O:24], predict the reactants needed to synthesize it. The reactants are: [CH3:1][C:2]1[N:3]([C:28]2[CH:33]=[CH:32][CH:31]=[C:30]([C:34]([F:37])([F:36])[F:35])[CH:29]=2)[C:4](=[O:27])[C:5]([C:13]([NH:15][CH2:16][C:17]2[CH:22]=[CH:21][C:20]([S:23]([CH3:26])(=[O:25])=[O:24])=[CH:19][CH:18]=2)=[O:14])=[CH:6][C:7]=1[C:8]([O:10]CC)=[O:9].[OH-].[Na+]. (4) The reactants are: [Si]([O:8][CH:9]([CH2:20][O:21][C:22]1[CH:27]=[CH:26][CH:25]=[C:24]([C:28]2[N:33]=[C:32]([C:34]3[CH:35]=[N:36][CH:37]=[N:38][CH:39]=3)[CH:31]=[C:30]([C:40]3[C:41]([CH3:46])=[N:42][O:43][C:44]=3[CH3:45])[N:29]=2)[CH:23]=1)[CH2:10][N:11](C)[C:12](=[O:18])[O:13]C(C)(C)C)(C(C)(C)C)(C)C.Cl. Given the product [CH3:46][C:41]1[C:40]([C:30]2[N:29]=[C:28]([C:24]3[CH:23]=[C:22]([CH:27]=[CH:26][CH:25]=3)[O:21][CH2:20][CH:9]([OH:8])[CH2:10][NH:11][CH3:12])[N:33]=[C:32]([C:34]3[CH:35]=[N:36][CH:37]=[N:38][CH:39]=3)[CH:31]=2)=[C:44]([CH3:45])[O:43][N:42]=1.[CH:12]([OH:18])=[O:13], predict the reactants needed to synthesize it.